This data is from Peptide-MHC class I binding affinity with 185,985 pairs from IEDB/IMGT. The task is: Regression. Given a peptide amino acid sequence and an MHC pseudo amino acid sequence, predict their binding affinity value. This is MHC class I binding data. The peptide sequence is RNSVLSGKK. The MHC is HLA-A68:01 with pseudo-sequence HLA-A68:01. The binding affinity (normalized) is 0.305.